This data is from Forward reaction prediction with 1.9M reactions from USPTO patents (1976-2016). The task is: Predict the product of the given reaction. (1) Given the reactants [F:1][C:2]([F:30])([CH2:28][OH:29])[CH2:3][N:4]1[C:8]([C:9]2[CH:14]=[CH:13][C:12]([F:15])=[CH:11][CH:10]=2)=[C:7]([C:16]2[CH:17]=[CH:18][C:19]3[O:24][CH2:23][C:22](=[O:25])[NH:21][C:20]=3[CH:26]=2)[C:6]([CH3:27])=[N:5]1.[C:31]1(=[O:41])[O:36][C:34](=[O:35])[C:33]2=[CH:37][CH:38]=[CH:39][CH:40]=[C:32]12.Cl, predict the reaction product. The product is: [F:30][C:2]([F:1])([CH2:3][N:4]1[C:8]([C:9]2[CH:10]=[CH:11][C:12]([F:15])=[CH:13][CH:14]=2)=[C:7]([C:16]2[CH:17]=[CH:18][C:19]3[O:24][CH2:23][C:22](=[O:25])[NH:21][C:20]=3[CH:26]=2)[C:6]([CH3:27])=[N:5]1)[CH2:28][O:29][C:31]([C:32]1[CH:40]=[CH:39][CH:38]=[CH:37][C:33]=1[C:34]([OH:36])=[O:35])=[O:41]. (2) Given the reactants [S:1]1[CH:5]=[CH:4][C:3]2[C:6](=[O:9])[CH2:7][CH2:8][C:2]1=2.[H-].[Na+].C([O:14][C:15]([C:17]1[CH:21]=[CH:20][O:19][CH:18]=1)=O)C.Cl, predict the reaction product. The product is: [O:19]1[CH:20]=[CH:21][C:17]([C:15]([CH:7]2[CH2:8][C:2]3[S:1][CH:5]=[CH:4][C:3]=3[C:6]2=[O:9])=[O:14])=[CH:18]1. (3) Given the reactants C[O:2][C:3]1[CH:8]=[CH:7][C:6]([N:9]2[C:15](=[O:16])[CH2:14][C:13](=[O:17])[NH:12][C:11]3[C:18]4[CH2:19][CH2:20][CH2:21][CH2:22][C:23]=4[CH:24]=[CH:25][C:10]2=3)=[CH:5][CH:4]=1.[B], predict the reaction product. The product is: [OH:2][C:3]1[CH:4]=[CH:5][C:6]([N:9]2[C:15](=[O:16])[CH2:14][C:13](=[O:17])[NH:12][C:11]3[C:18]4[CH2:19][CH2:20][CH2:21][CH2:22][C:23]=4[CH:24]=[CH:25][C:10]2=3)=[CH:7][CH:8]=1. (4) Given the reactants [OH-].[Na+].[CH3:3][C:4]1[CH:9]=[C:8]([CH3:10])[CH:7]=[CH:6][C:5]=1[C:11]1[CH:20]=[CH:19][CH:18]=[C:17]([N+:21]([O-])=O)[C:12]=1[C:13]([NH:15][CH3:16])=[O:14], predict the reaction product. The product is: [CH3:3][C:4]1[CH:9]=[C:8]([CH3:10])[CH:7]=[CH:6][C:5]=1[C:11]1[CH:20]=[CH:19][CH:18]=[C:17]2[C:12]=1[C:13](=[O:14])[N:15]([CH3:16])[NH:21]2. (5) Given the reactants [CH:1]1[N:6]=[C:5]2[N:7]([CH2:10][CH2:11][O:12][CH2:13][P:14]([OH:17])([OH:16])=[O:15])[CH:8]=[N:9][C:4]2=[C:3]([NH2:18])[N:2]=1.[CH2:19]([O:35][CH2:36][CH2:37][CH2:38]O)[CH2:20][CH2:21][CH2:22][CH2:23][CH2:24][CH2:25][CH2:26][CH2:27][CH2:28][CH2:29][CH2:30][CH2:31][CH2:32][CH2:33][CH3:34].C1CCC(N=C=NC2CCCCC2)CC1, predict the reaction product. The product is: [CH3:34][CH2:33][CH2:32][CH2:31][CH2:30][CH2:29][CH2:28][CH2:27][CH2:26][CH2:25][CH2:24][CH2:23][CH2:22][CH2:21][CH2:20][CH2:19][O:35][CH2:36][CH2:37][CH2:38][O:15][P:14]([OH:17])([CH2:13][O:12][CH2:11][CH2:10][N:7]1[C:5]2[N:6]=[CH:1][N:2]=[C:3]([NH2:18])[C:4]=2[N:9]=[CH:8]1)=[O:16].